From a dataset of HIV replication inhibition screening data with 41,000+ compounds from the AIDS Antiviral Screen. Binary Classification. Given a drug SMILES string, predict its activity (active/inactive) in a high-throughput screening assay against a specified biological target. (1) The compound is CN1C(=O)CN(NC(=O)C2=C(O)c3ccc(Br)cc3S(=O)(O)=N2)C1=S. The result is 0 (inactive). (2) The molecule is Nc1cccnc1NCC1(CO)CCCC1. The result is 0 (inactive). (3) The drug is S=C(NN=Cc1ccco1)NC12CC3CC(CC(C3)C1)C2. The result is 0 (inactive). (4) The result is 0 (inactive). The compound is Cc1c(O)c(OC2OC(CO)C(O)C(O)C2O)cc2c1CCC1C2(C)C(=O)CC2(C)C(C(C)(O)C(=O)CCC(C)(C)O)C(O)CC12C.